Task: Predict hERG channel inhibition at various concentrations.. Dataset: hERG Central: cardiac toxicity at 1µM, 10µM, and general inhibition (1) The molecule is CC(C)CCNC(=O)c1ccc2c(c1)ncn2C1CCCC1. Results: hERG_inhib (hERG inhibition (general)): blocker. (2) The drug is CN1C2CCC1CC(OC(c1ccccc1)c1ccccc1N)C2. Results: hERG_inhib (hERG inhibition (general)): blocker. (3) The drug is Cc1cc(C)cc(C(=O)N(CCc2ccccc2)C2=CC3CCC(C2)N3C)c1.Cl. Results: hERG_inhib (hERG inhibition (general)): blocker. (4) The compound is CN(C)C=O.O=C(OCC(=O)N1CCCc2ccccc21)C1CCN(S(=O)(=O)c2cccs2)CC1. Results: hERG_inhib (hERG inhibition (general)): blocker. (5) The molecule is O=C(c1cccc(C(F)(F)F)c1)C1CCCN(Cc2ccc(OCCO)cc2)C1. Results: hERG_inhib (hERG inhibition (general)): blocker. (6) The compound is O=C(c1cccs1)N(Cc1cccc(Cl)c1)C1CCS(=O)(=O)C1. Results: hERG_inhib (hERG inhibition (general)): blocker.